From a dataset of Peptide-MHC class II binding affinity with 134,281 pairs from IEDB. Regression. Given a peptide amino acid sequence and an MHC pseudo amino acid sequence, predict their binding affinity value. This is MHC class II binding data. The peptide sequence is TMAGCGYLMFL. The MHC is DRB1_0801 with pseudo-sequence DRB1_0801. The binding affinity (normalized) is 0.